From a dataset of Cav3 T-type calcium channel HTS with 100,875 compounds. Binary Classification. Given a drug SMILES string, predict its activity (active/inactive) in a high-throughput screening assay against a specified biological target. (1) The compound is S(CCC(=O)NCCOC)c1nc(c2ccc(OC)cc2)cc(n1)C(F)(F)F. The result is 0 (inactive). (2) The molecule is O=c1n(c(=O)c2c3c1ccc([N+]([O-])=O)c3ccc2)c1ncccc1. The result is 0 (inactive). (3) The drug is S1C(NC(=O)NC23CC4CC(C2)CC(C3)C4)=NCC1. The result is 0 (inactive). (4) The compound is N(CCc1ccccc1)c1ncnc2n(ncc12)c1ccccc1. The result is 0 (inactive). (5) The molecule is O(C(=O)C=1C(NC(=O)NC1C)c1ccc(OCC(=O)N)cc1)CC. The result is 0 (inactive). (6) The result is 0 (inactive). The compound is Clc1ccc(C2CC(O)=CC(=O)C2)cc1. (7) The drug is O=C(NC(c1ccccc1)C)Nc1ccccc1. The result is 0 (inactive). (8) The molecule is O=c1n(c2c(n1C)cccc2)CC#N. The result is 0 (inactive).